This data is from Full USPTO retrosynthesis dataset with 1.9M reactions from patents (1976-2016). The task is: Predict the reactants needed to synthesize the given product. (1) Given the product [CH2:46]([O:18][C:17](=[O:30])[CH:16]([S:15][CH2:14][C:11]1[CH:12]=[CH:13][C:8]([C:5]2[CH:6]=[CH:7][C:2]([Cl:1])=[CH:3][CH:4]=2)=[CH:9][CH:10]=1)[CH2:20][CH2:21][OH:22])[CH:47]=[CH2:48], predict the reactants needed to synthesize it. The reactants are: [Cl:1][C:2]1[CH:7]=[CH:6][C:5]([C:8]2[CH:13]=[CH:12][C:11]([CH2:14][S:15][CH:16]([CH2:20][CH2:21][OH:22])[C:17]([Na])=[O:18])=[CH:10][CH:9]=2)=[CH:4][CH:3]=1.C(=O)(O)[O-].[Na+].C1OCCOCCOCCOCCOCC[O:30]C1.[CH2:46](Br)[CH:47]=[CH2:48]. (2) The reactants are: Cl[Si](C)(C)C.[CH:6]1([NH:13][CH2:14][CH2:15][N:16]([CH2:27][CH2:28][C:29]2[C:37]3[S:36][C:35](=[O:38])[NH:34][C:33]=3[C:32]([OH:39])=[CH:31][CH:30]=2)[C:17](=[O:26])[O:18][CH2:19][C:20]2[CH:25]=[CH:24][CH:23]=[CH:22][CH:21]=2)[CH2:12][CH2:11][CH2:10][CH2:9][CH2:8][CH2:7]1.C(N(CC)CC)C.Cl[C:48](=[O:70])[CH2:49][CH2:50][N:51]([CH2:62][CH2:63][C:64]1[CH:69]=[CH:68][CH:67]=[CH:66][CH:65]=1)[C:52](=[O:61])[O:53][CH2:54][C:55]1[CH:60]=[CH:59][CH:58]=[CH:57][CH:56]=1. Given the product [CH2:19]([O:18][C:17]([N:16]([CH2:27][CH2:28][C:29]1[C:37]2[S:36][C:35](=[O:38])[NH:34][C:33]=2[C:32]([OH:39])=[CH:31][CH:30]=1)[CH2:15][CH2:14][N:13]([CH:6]1[CH2:7][CH2:8][CH2:9][CH2:10][CH2:11][CH2:12]1)[C:48](=[O:70])[CH2:49][CH2:50][N:51]([CH2:62][CH2:63][C:64]1[CH:65]=[CH:66][CH:67]=[CH:68][CH:69]=1)[C:52](=[O:61])[O:53][CH2:54][C:55]1[CH:60]=[CH:59][CH:58]=[CH:57][CH:56]=1)=[O:26])[C:20]1[CH:25]=[CH:24][CH:23]=[CH:22][CH:21]=1, predict the reactants needed to synthesize it. (3) The reactants are: [CH2:1]([O:8][C@H:9]1[C@H:14]([O:15][CH2:16][C:17]2[CH:22]=[CH:21][CH:20]=[CH:19][CH:18]=2)[C@@H:13]([CH2:23][O:24][CH2:25][C:26]2[CH:31]=[CH:30][CH:29]=[CH:28][CH:27]=2)[O:12][C@@H:11]([O:32][C@H:33]2[C@@H:42]([O:43][CH2:44][C:45]3[CH:50]=[CH:49][CH:48]=[CH:47][CH:46]=3)[C@H:41]([O:51][CH2:52][C:53]3[CH:58]=[CH:57][CH:56]=[CH:55][CH:54]=3)[C@@H:40]([CH2:59][O:60][CH2:61][C:62]3[CH:67]=[CH:66][CH:65]=[CH:64][CH:63]=3)[O:39][C@H:34]2[O:35][CH2:36][CH:37]=[CH2:38])[C@@H:10]1[O:68]C(=O)C)[C:2]1[CH:7]=[CH:6][CH:5]=[CH:4][CH:3]=1.C[O-].[Na+]. Given the product [CH2:1]([O:8][C@H:9]1[C@H:14]([O:15][CH2:16][C:17]2[CH:22]=[CH:21][CH:20]=[CH:19][CH:18]=2)[C@@H:13]([CH2:23][O:24][CH2:25][C:26]2[CH:31]=[CH:30][CH:29]=[CH:28][CH:27]=2)[O:12][C@@H:11]([O:32][C@H:33]2[C@@H:42]([O:43][CH2:44][C:45]3[CH:50]=[CH:49][CH:48]=[CH:47][CH:46]=3)[C@H:41]([O:51][CH2:52][C:53]3[CH:54]=[CH:55][CH:56]=[CH:57][CH:58]=3)[C@@H:40]([CH2:59][O:60][CH2:61][C:62]3[CH:63]=[CH:64][CH:65]=[CH:66][CH:67]=3)[O:39][C@H:34]2[O:35][CH2:36][CH:37]=[CH2:38])[C@@H:10]1[OH:68])[C:2]1[CH:7]=[CH:6][CH:5]=[CH:4][CH:3]=1, predict the reactants needed to synthesize it. (4) The reactants are: [CH2:1]([CH:4]1[CH2:8][N:7]([CH2:9][C:10]2[C:18]3[C:13](=[N:14][CH:15]=[CH:16][CH:17]=3)[NH:12][CH:11]=2)[C:6](=[O:19])[CH2:5]1)[CH2:2][CH3:3].ClC1C=C(C=CC=1)C(OO)=[O:25].CCCCCC. Given the product [O-:25][N+:14]1[CH:15]=[CH:16][CH:17]=[C:18]2[C:10]([CH2:9][N:7]3[CH2:8][CH:4]([CH2:1][CH2:2][CH3:3])[CH2:5][C:6]3=[O:19])=[CH:11][NH:12][C:13]=12, predict the reactants needed to synthesize it. (5) Given the product [CH:37]1([N:8]2[C:9]3[C:14](=[CH:13][C:12]([F:17])=[C:11]([F:18])[C:10]=3[CH2:19][CH2:20][CH2:21][C@@H:22]3[CH2:26][C@@H:25]([OH:27])[CH2:24][NH:23]3)[C:15](=[O:16])[C:6]([C:4]([O:3][CH2:1][CH3:2])=[O:5])=[CH:7]2)[CH2:39][CH2:38]1, predict the reactants needed to synthesize it. The reactants are: [CH2:1]([O:3][C:4]([C:6]1[C:15](=[O:16])[C:14]2[C:9](=[C:10]([CH2:19][CH2:20][CH2:21][C@@H:22]3[CH2:26][C@@H:25]([O:27]CC4C=CC(OC)=CC=4)[CH2:24][NH:23]3)[C:11]([F:18])=[C:12]([F:17])[CH:13]=2)[N:8]([CH:37]2[CH2:39][CH2:38]2)[CH:7]=1)=[O:5])[CH3:2].FC(F)(F)C(O)=O.